This data is from Full USPTO retrosynthesis dataset with 1.9M reactions from patents (1976-2016). The task is: Predict the reactants needed to synthesize the given product. (1) Given the product [CH2:1]([NH:3][C:4]1[N:9]=[C:8]([C:10]2[CH:11]=[C:12]([CH:16]=[CH:17][C:18]=2[CH3:19])[C:13]([NH:36][C:34]2[CH:35]=[CH:30][CH:31]=[CH:32][CH:33]=2)=[O:14])[CH:7]=[C:6]([N:20]2[CH2:21][CH2:22][O:23][CH2:24][CH2:25]2)[N:5]=1)[CH3:2], predict the reactants needed to synthesize it. The reactants are: [CH2:1]([NH:3][C:4]1[N:9]=[C:8]([C:10]2[CH:11]=[C:12]([CH:16]=[CH:17][C:18]=2[CH3:19])[C:13](O)=[O:14])[CH:7]=[C:6]([N:20]2[CH2:25][CH2:24][O:23][CH2:22][CH2:21]2)[N:5]=1)[CH3:2].C(Cl)CCl.[CH:30]1[CH:31]=[CH:32][C:33]2N(O)N=[N:36][C:34]=2[CH:35]=1.NC1C=CC=CC=1. (2) The reactants are: N([O-])=[O:2].[Na+].[Cl:5][C:6]1[N:14]=[C:13]([Cl:15])[CH:12]=[C:11]([C:16]([F:19])([F:18])[F:17])[C:7]=1[C:8](N)=[O:9]. Given the product [Cl:5][C:6]1[N:14]=[C:13]([Cl:15])[CH:12]=[C:11]([C:16]([F:19])([F:18])[F:17])[C:7]=1[C:8]([OH:2])=[O:9], predict the reactants needed to synthesize it. (3) Given the product [CH3:1][C:2]1[C:6]([CH2:7][N:8]2[CH:12]=[C:11]([N:13]3[C:17](=[O:18])[CH2:16][N:15]([CH2:26][CH2:25][C:24]4[CH:28]=[CH:29][CH:30]=[C:22]([F:21])[CH:23]=4)[C:14]3=[O:19])[CH:10]=[N:9]2)=[C:5]([CH3:20])[O:4][N:3]=1, predict the reactants needed to synthesize it. The reactants are: [CH3:1][C:2]1[C:6]([CH2:7][N:8]2[CH:12]=[C:11]([N:13]3[C:17](=[O:18])[CH2:16][NH:15][C:14]3=[O:19])[CH:10]=[N:9]2)=[C:5]([CH3:20])[O:4][N:3]=1.[F:21][C:22]1[CH:23]=[C:24]([CH:28]=[CH:29][CH:30]=1)[CH2:25][CH2:26]Br. (4) The reactants are: Br[C:2]1[CH:3]=[C:4]([C:8]2[N:9]=[C:10]([CH:20]([CH3:22])[CH3:21])[NH:11][C:12]=2[C:13]2[CH:18]=[CH:17][CH:16]=[C:15]([CH3:19])[N:14]=2)[CH:5]=[CH:6][CH:7]=1.C(OC([N:30]1[CH:34]=[CH:33][CH:32]=[C:31]1B(O)O)=O)(C)(C)C.C[O-].[Na+].O. Given the product [CH:20]([C:10]1[NH:11][C:12]([C:13]2[CH:18]=[CH:17][CH:16]=[C:15]([CH3:19])[N:14]=2)=[C:8]([C:4]2[CH:5]=[CH:6][CH:7]=[C:2]([C:31]3[NH:30][CH:34]=[CH:33][CH:32]=3)[CH:3]=2)[N:9]=1)([CH3:22])[CH3:21], predict the reactants needed to synthesize it. (5) Given the product [NH2:1][C:2]1[CH:7]=[CH:6][C:5]([S:8]([NH:11][C:24]([NH:23][C:15]2[CH:14]=[C:13]([Cl:12])[CH:22]=[CH:21][C:16]=2[C:17]([O:19][CH3:20])=[O:18])=[O:25])(=[O:9])=[O:10])=[CH:4][CH:3]=1, predict the reactants needed to synthesize it. The reactants are: [NH2:1][C:2]1[CH:7]=[CH:6][C:5]([S:8]([NH2:11])(=[O:10])=[O:9])=[CH:4][CH:3]=1.[Cl:12][C:13]1[CH:14]=[C:15]([NH:23][C:24](OC2C=CC=CC=2)=[O:25])[C:16](=[CH:21][CH:22]=1)[C:17]([O:19][CH3:20])=[O:18].